This data is from Peptide-MHC class I binding affinity with 185,985 pairs from IEDB/IMGT. The task is: Regression. Given a peptide amino acid sequence and an MHC pseudo amino acid sequence, predict their binding affinity value. This is MHC class I binding data. (1) The peptide sequence is APRRRDEEL. The binding affinity (normalized) is 0.0847. The MHC is HLA-A01:01 with pseudo-sequence HLA-A01:01. (2) The peptide sequence is YKDANISMY. The MHC is HLA-A30:01 with pseudo-sequence HLA-A30:01. The binding affinity (normalized) is 0.0847. (3) The peptide sequence is SVFEGIRAY. The MHC is HLA-B40:01 with pseudo-sequence HLA-B40:01. The binding affinity (normalized) is 0.0847. (4) The peptide sequence is ATEDPSSGY. The MHC is HLA-B57:01 with pseudo-sequence HLA-B57:01. The binding affinity (normalized) is 0.0847. (5) The peptide sequence is IVLMAVHCMNF. The MHC is Mamu-B17 with pseudo-sequence Mamu-B17. The binding affinity (normalized) is 0.0297. (6) The MHC is HLA-A26:01 with pseudo-sequence HLA-A26:01. The peptide sequence is VFQSATKII. The binding affinity (normalized) is 0.0126.